Dataset: Peptide-MHC class I binding affinity with 185,985 pairs from IEDB/IMGT. Task: Regression. Given a peptide amino acid sequence and an MHC pseudo amino acid sequence, predict their binding affinity value. This is MHC class I binding data. (1) The peptide sequence is VTPDNFSSL. The MHC is H-2-Db with pseudo-sequence H-2-Db. The binding affinity (normalized) is 0.106. (2) The peptide sequence is YQSMIRPPY. The MHC is HLA-B07:02 with pseudo-sequence HLA-B07:02. The binding affinity (normalized) is 0.0847.